This data is from Catalyst prediction with 721,799 reactions and 888 catalyst types from USPTO. The task is: Predict which catalyst facilitates the given reaction. (1) Reactant: [NH2:1][C@H:2]1[CH2:7][CH2:6][C@H:5]([NH:8][C:9]2[CH:10]=[C:11]([N:28]([CH:38]3[CH2:40][CH2:39]3)CC3C=CC(OC)=CC=3)[C:12]3[N:13]([C:15]([C:18]([NH:20][C:21]4[CH:26]=[CH:25][N:24]=[C:23]([F:27])[CH:22]=4)=[O:19])=[CH:16][N:17]=3)[N:14]=2)[CH2:4][CH2:3]1. Product: [NH2:1][C@H:2]1[CH2:3][CH2:4][C@H:5]([NH:8][C:9]2[CH:10]=[C:11]([NH:28][CH:38]3[CH2:39][CH2:40]3)[C:12]3[N:13]([C:15]([C:18]([NH:20][C:21]4[CH:26]=[CH:25][N:24]=[C:23]([F:27])[CH:22]=4)=[O:19])=[CH:16][N:17]=3)[N:14]=2)[CH2:6][CH2:7]1. The catalyst class is: 67. (2) Reactant: [H-].[Na+].[C:3]([CH2:5]P(=O)(OCC)OCC)#[N:4].[CH2:14]([N:18]([CH2:29][CH2:30][CH2:31][CH3:32])[C:19]1[CH:26]=[CH:25][C:22]([CH:23]=O)=[C:21]([O:27][CH3:28])[CH:20]=1)[CH2:15][CH2:16][CH3:17].O. Product: [CH2:14]([N:18]([CH2:29][CH2:30][CH2:31][CH3:32])[C:19]1[CH:26]=[CH:25][C:22]([CH:23]=[CH:5][C:3]#[N:4])=[C:21]([O:27][CH3:28])[CH:20]=1)[CH2:15][CH2:16][CH3:17]. The catalyst class is: 7. (3) Reactant: [Br:1][C:2]1[CH:7]=[C:6]([N+]([O-])=O)[CH:5]=[C:4]([CH3:11])[N+:3]=1[O-:12].[O-:13][CH2:14][CH3:15].[Na+]. Product: [Br:1][C:2]1[CH:7]=[C:6]([O:13][CH2:14][CH3:15])[CH:5]=[C:4]([CH3:11])[N+:3]=1[O-:12]. The catalyst class is: 8.